Dataset: Catalyst prediction with 721,799 reactions and 888 catalyst types from USPTO. Task: Predict which catalyst facilitates the given reaction. (1) Reactant: [C:1]([O:5][C:6]([N:8]1[CH2:12][CH:11](O)[CH2:10][C@@:9]1([C:17](=[O:26])[C:18]1[CH:23]=[CH:22][C:21]([Cl:24])=[C:20]([Cl:25])[CH:19]=1)[CH2:14][CH2:15][CH3:16])=[O:7])([CH3:4])([CH3:3])[CH3:2].[F:27]C(F)(S(F)(=O)=O)C(F)(F)C(F)(F)C(F)(F)F.F.F.F.C(N(CC)CC)C.C(N(CC)CC)C. Product: [C:1]([O:5][C:6]([N:8]1[CH2:12][CH:11]([F:27])[CH2:10][C@:9]1([C:17](=[O:26])[C:18]1[CH:23]=[CH:22][C:21]([Cl:24])=[C:20]([Cl:25])[CH:19]=1)[CH2:14][CH2:15][CH3:16])=[O:7])([CH3:4])([CH3:3])[CH3:2]. The catalyst class is: 1. (2) Reactant: [CH2:1]([O:3][C:4]1[C:8]([CH2:9][CH2:10][CH2:11][OH:12])=[CH:7][N:6]([C:13]2[CH:18]=[CH:17][C:16]([C:19]([F:22])([F:21])[F:20])=[CH:15][N:14]=2)[N:5]=1)[CH3:2].O[C:24]1[CH:37]=[CH:36][C:27]([O:28][C:29]([CH3:35])([CH3:34])[C:30]([O:32]C)=[O:31])=[CH:26][CH:25]=1.C1(P(C2C=CC=CC=2)C2C=CC=CC=2)C=CC=CC=1.N(C(OCC)=O)=NC(OCC)=O. Product: [CH2:1]([O:3][C:4]1[C:8]([CH2:9][CH2:10][CH2:11][O:12][C:24]2[CH:37]=[CH:36][C:27]([O:28][C:29]([CH3:34])([CH3:35])[C:30]([OH:32])=[O:31])=[CH:26][CH:25]=2)=[CH:7][N:6]([C:13]2[CH:18]=[CH:17][C:16]([C:19]([F:21])([F:20])[F:22])=[CH:15][N:14]=2)[N:5]=1)[CH3:2]. The catalyst class is: 359.